Dataset: Peptide-MHC class I binding affinity with 185,985 pairs from IEDB/IMGT. Task: Regression. Given a peptide amino acid sequence and an MHC pseudo amino acid sequence, predict their binding affinity value. This is MHC class I binding data. (1) The peptide sequence is HVLSLVFGK. The MHC is HLA-A01:01 with pseudo-sequence HLA-A01:01. The binding affinity (normalized) is 0.213. (2) The peptide sequence is KLLARFLFE. The MHC is HLA-A02:01 with pseudo-sequence HLA-A02:01. The binding affinity (normalized) is 0.0847. (3) The peptide sequence is IVDCLTEMYY. The MHC is HLA-A29:02 with pseudo-sequence HLA-A29:02. The binding affinity (normalized) is 0.854. (4) The peptide sequence is NVTIPEQYT. The MHC is HLA-A02:03 with pseudo-sequence HLA-A02:03. The binding affinity (normalized) is 0.0179. (5) The peptide sequence is FMWTNCRGEF. The MHC is Mamu-A11 with pseudo-sequence Mamu-A11. The binding affinity (normalized) is 0.228.